Dataset: Blood-brain barrier permeability classification from the B3DB database. Task: Regression/Classification. Given a drug SMILES string, predict its absorption, distribution, metabolism, or excretion properties. Task type varies by dataset: regression for continuous measurements (e.g., permeability, clearance, half-life) or binary classification for categorical outcomes (e.g., BBB penetration, CYP inhibition). Dataset: b3db_classification. The molecule is CC(C)c1nnc(N2CCn3nc([C@@H](O)c4nccn4C)cc3C2)s1. The result is 0 (does not penetrate BBB).